This data is from HIV replication inhibition screening data with 41,000+ compounds from the AIDS Antiviral Screen. The task is: Binary Classification. Given a drug SMILES string, predict its activity (active/inactive) in a high-throughput screening assay against a specified biological target. (1) The molecule is CN(C)CCCN1CCC2(CCSCC2)C1. The result is 0 (inactive). (2) The drug is CC(C)(C)n1c(=O)n2n(c1=O)C1c3cccc4cccc(c34)C2C2c3cccc4cccc(c34)C1n1c(=O)n(C(C)(C)C)c(=O)n12. The result is 0 (inactive).